From a dataset of Reaction yield outcomes from USPTO patents with 853,638 reactions. Predict the reaction yield, written as a fraction of the theoretical maximum amount of product (1.0 means a 100% yield; for example, 0.34 means a 34% yield). (1) The reactants are [C:1]([C:4]1[S:8][C:7]([C:9]2[CH:14]=[CH:13][N:12]=[C:11]([F:15])[CH:10]=2)=[C:6]([C:16]#[N:17])[C:5]=1[C:18]1[CH:23]=[CH:22][C:21]([Cl:24])=[CH:20][C:19]=1[Cl:25])(=[O:3])[CH3:2].OI(C1C=CC=CC=1)[O:28][S:29]([C:32]1[CH:38]=[CH:37][C:35]([CH3:36])=[CH:34][CH:33]=1)(=[O:31])=[O:30].C(#N)C. No catalyst specified. The product is [CH3:36][C:35]1[CH:34]=[CH:33][C:32]([S:29]([O:31][CH2:2][C:1]([C:4]2[S:8][C:7]([C:9]3[CH:14]=[CH:13][N:12]=[C:11]([F:15])[CH:10]=3)=[C:6]([C:16]#[N:17])[C:5]=2[C:18]2[CH:23]=[CH:22][C:21]([Cl:24])=[CH:20][C:19]=2[Cl:25])=[O:3])(=[O:30])=[O:28])=[CH:38][CH:37]=1. The yield is 0.450. (2) The reactants are C(OC(=O)C)(=[O:3])C.[CH2:8]([O:15][C:16]1[CH:17]=[CH:18][C:19]([CH3:23])=[N+:20]([O-])[CH:21]=1)[C:9]1[CH:14]=[CH:13][CH:12]=[CH:11][CH:10]=1. No catalyst specified. The product is [CH2:8]([O:15][C:16]1[CH:17]=[CH:18][C:19]([CH2:23][OH:3])=[N:20][CH:21]=1)[C:9]1[CH:14]=[CH:13][CH:12]=[CH:11][CH:10]=1. The yield is 0.540. (3) The reactants are [C:1]([O:4][CH2:5][C:6]1[C:11]([C:12]2[CH:17]=[CH:16][N:15]=[C:14]([NH2:18])[C:13]=2[NH2:19])=[CH:10][CH:9]=[CH:8][C:7]=1[N:20]1[CH2:29][CH2:28][C:27]2[C:22](=[CH:23][CH:24]=[C:25]([CH:30]3[CH2:32][CH2:31]3)[CH:26]=2)[C:21]1=[O:33])(=[O:3])[CH3:2].[CH3:34][N:35]1[CH:39]=[C:38]([CH:40]=O)[CH:37]=[N:36]1.CN(C=O)C.O.C1(C)C=CC(S(O)(=O)=O)=CC=1. No catalyst specified. The product is [C:1]([O:4][CH2:5][C:6]1[C:11]([C:12]2[CH:17]=[CH:16][N:15]=[C:14]3[NH:18][C:40]([C:38]4[CH:37]=[N:36][N:35]([CH3:34])[CH:39]=4)=[N:19][C:13]=23)=[CH:10][CH:9]=[CH:8][C:7]=1[N:20]1[CH2:29][CH2:28][C:27]2[C:22](=[CH:23][CH:24]=[C:25]([CH:30]3[CH2:32][CH2:31]3)[CH:26]=2)[C:21]1=[O:33])(=[O:3])[CH3:2]. The yield is 0.330. (4) The reactants are [ClH:1].[NH2:2][C@H:3]([C:9]([OH:11])=O)[CH2:4][CH2:5][CH2:6][CH2:7][NH2:8].[OH-].[Na+]. The catalyst is C(O)C(O)C. The product is [ClH:1].[NH2:2][CH:3]1[CH2:4][CH2:5][CH2:6][CH2:7][NH:8][C:9]1=[O:11]. The yield is 0.740. (5) The reactants are [Cl:1][C:2]1[CH:3]=[C:4]([CH:7]=[C:8]([O:11]C)[C:9]=1[OH:10])[CH:5]=[O:6].B(Br)(Br)Br. The catalyst is ClCCl. The product is [Cl:1][C:2]1[CH:3]=[C:4]([CH:7]=[C:8]([OH:11])[C:9]=1[OH:10])[CH:5]=[O:6]. The yield is 0.890. (6) The reactants are [Br:1][C:2]1[CH:12]=[C:11]([F:13])[CH:10]=[CH:9][C:3]=1[O:4][CH2:5][C:6]([OH:8])=O.[CH:14]([NH:17][NH:18][C:19]([C:21]1[CH:25]=[CH:24][S:23][CH:22]=1)=[O:20])([CH3:16])[CH3:15].C(N(C(C)C)CC)(C)C.C1CN([P+](Br)(N2CCCC2)N2CCCC2)CC1.F[P-](F)(F)(F)(F)F. The catalyst is CN(C=O)C. The product is [Br:1][C:2]1[CH:12]=[C:11]([F:13])[CH:10]=[CH:9][C:3]=1[O:4][CH2:5][C:6]([N:17]([CH:14]([CH3:16])[CH3:15])[NH:18][C:19]([C:21]1[CH:25]=[CH:24][S:23][CH:22]=1)=[O:20])=[O:8]. The yield is 0.660.